Dataset: Catalyst prediction with 721,799 reactions and 888 catalyst types from USPTO. Task: Predict which catalyst facilitates the given reaction. (1) Reactant: [CH2:1]([O:3][C:4]1[CH:5]=[C:6]([N:13]2[CH2:18][CH2:17][NH:16][CH2:15][CH2:14]2)[CH:7]=[CH:8][C:9]=1[N+:10]([O-:12])=[O:11])[CH3:2].C([N:26]1[CH2:31][CH2:30][C:29](=O)[CH2:28][CH2:27]1)(OC(C)(C)C)=O.CC(O)=O.C(O[BH-](OC(=O)C)OC(=O)C)(=O)C.[Na+]. Product: [CH2:1]([O:3][C:4]1[CH:5]=[C:6]([N:13]2[CH2:14][CH2:15][N:16]([CH:29]3[CH2:30][CH2:31][NH:26][CH2:27][CH2:28]3)[CH2:17][CH2:18]2)[CH:7]=[CH:8][C:9]=1[N+:10]([O-:12])=[O:11])[CH3:2]. The catalyst class is: 26. (2) Reactant: [CH2:1]([C@H:8]([NH:21][C:22]([C@@H:24]([NH:34][C:35]([C@@H:37]([NH:39][C:40]([C:42]1[N:43]=[C:44]2[CH:49]=[CH:48][CH:47]=[CH:46][N:45]2[CH:50]=1)=[O:41])[CH3:38])=[O:36])[CH2:25][C:26]1[CH:31]=[CH:30][C:29]([O:32][CH3:33])=[CH:28][CH:27]=1)=[O:23])[CH:9]([C:11](=[O:20])[NH:12][CH2:13][C:14]1[CH:19]=[CH:18][CH:17]=[CH:16][CH:15]=1)[OH:10])[C:2]1[CH:7]=[CH:6][CH:5]=[CH:4][CH:3]=1.CC(OI1(OC(C)=O)(OC(C)=O)OC(=O)C2C=CC=CC1=2)=O. Product: [CH2:1]([C@H:8]([NH:21][C:22]([C@@H:24]([NH:34][C:35]([C@@H:37]([NH:39][C:40]([C:42]1[N:43]=[C:44]2[CH:49]=[CH:48][CH:47]=[CH:46][N:45]2[CH:50]=1)=[O:41])[CH3:38])=[O:36])[CH2:25][C:26]1[CH:27]=[CH:28][C:29]([O:32][CH3:33])=[CH:30][CH:31]=1)=[O:23])[C:9]([C:11](=[O:20])[NH:12][CH2:13][C:14]1[CH:19]=[CH:18][CH:17]=[CH:16][CH:15]=1)=[O:10])[C:2]1[CH:3]=[CH:4][CH:5]=[CH:6][CH:7]=1. The catalyst class is: 4. (3) Reactant: Cl[C:2]1[N:3]=[CH:4][C:5]2[CH:10]=[CH:9][N:8]([CH2:11][C:12]3[CH:21]=[CH:20][C:19]4[C:14](=[CH:15][CH:16]=[CH:17][CH:18]=4)[CH:13]=3)[C:6]=2[N:7]=1.[NH2:22][CH2:23][C:24]1[C:25]([CH3:39])=[CH:26][C:27]([NH:31]C(=O)OC(C)(C)C)=[N:28][C:29]=1[CH3:30].CC(C)([O-])C.[Na+].C1C=CC(P(C2C(C3C(P(C4C=CC=CC=4)C4C=CC=CC=4)=CC=C4C=3C=CC=C4)=C3C(C=CC=C3)=CC=2)C2C=CC=CC=2)=CC=1. Product: [NH2:31][C:27]1[N:28]=[C:29]([CH3:30])[C:24]([CH2:23][NH:22][C:2]2[N:3]=[CH:4][C:5]3[CH:10]=[CH:9][N:8]([CH2:11][C:12]4[CH:21]=[CH:20][C:19]5[C:14](=[CH:15][CH:16]=[CH:17][CH:18]=5)[CH:13]=4)[C:6]=3[N:7]=2)=[C:25]([CH3:39])[CH:26]=1. The catalyst class is: 12.